This data is from Catalyst prediction with 721,799 reactions and 888 catalyst types from USPTO. The task is: Predict which catalyst facilitates the given reaction. (1) Reactant: O=[C:2]([NH:15]/[N:16]=[C:17]1\[NH:18][C:19](=[O:31])[C:20]2[NH:21][CH:22]=[N:23][C:24]=2[N:25]\1[CH2:26][CH2:27][CH2:28][CH2:29][CH3:30])[CH2:3][NH:4][C:5](=[O:14])[O:6][CH2:7][C:8]1[CH:13]=[CH:12][CH:11]=[CH:10][CH:9]=1. Product: [CH2:7]([O:6][C:5](=[O:14])[NH:4][CH2:3][C:2]1[N:18]2[C:19](=[O:31])[C:20]3[NH:21][CH:22]=[N:23][C:24]=3[N:25]([CH2:26][CH2:27][CH2:28][CH2:29][CH3:30])[C:17]2=[N:16][N:15]=1)[C:8]1[CH:13]=[CH:12][CH:11]=[CH:10][CH:9]=1. The catalyst class is: 11. (2) The catalyst class is: 14. Product: [CH3:1][N:2]1[CH2:7][CH2:6][N:5]([C:15](=[O:17])[CH3:16])[CH2:4][CH2:3]1. Reactant: [CH3:1][N:2]1[CH2:7][CH2:6][NH:5][CH2:4][CH2:3]1.C(N(CC)CC)C.[C:15](OC(=O)C)(=[O:17])[CH3:16]. (3) Reactant: [CH:1]1([CH2:4][N:5]([CH2:20][CH2:21][CH3:22])[C:6]2[C:15]([CH:16]=[O:17])=[CH:14][C:13]3[C:8](=[CH:9][CH:10]=[C:11]([O:18][CH3:19])[CH:12]=3)[N:7]=2)[CH2:3][CH2:2]1.[BH4-].[Na+].[Cl-].[NH4+].C(OCC)C. Product: [CH:1]1([CH2:4][N:5]([CH2:20][CH2:21][CH3:22])[C:6]2[C:15]([CH2:16][OH:17])=[CH:14][C:13]3[C:8](=[CH:9][CH:10]=[C:11]([O:18][CH3:19])[CH:12]=3)[N:7]=2)[CH2:2][CH2:3]1. The catalyst class is: 8. (4) Reactant: Cl.[NH2:2][C@H:3]([C:5]1[C:6](=[O:16])[NH:7][C:8]2[C:13]([CH:14]=1)=[CH:12][C:11]([Cl:15])=[CH:10][CH:9]=2)[CH3:4].Cl[C:18]1[N:23]=[C:22]([N:24]([CH3:30])[C:25]([N:27]([CH3:29])[CH3:28])=[O:26])[CH:21]=[CH:20][N:19]=1.CCN(C(C)C)C(C)C.C([O-])([O-])=O.[Cs+].[Cs+]. Product: [Cl:15][C:11]1[CH:12]=[C:13]2[C:8](=[CH:9][CH:10]=1)[NH:7][C:6](=[O:16])[C:5]([C@@H:3]([NH:2][C:18]1[N:23]=[C:22]([N:24]([CH3:30])[C:25]([N:27]([CH3:29])[CH3:28])=[O:26])[CH:21]=[CH:20][N:19]=1)[CH3:4])=[CH:14]2. The catalyst class is: 58. (5) Reactant: [Br:1][C:2]1[CH:10]=[C:9]2[C:5]([CH:6]=[CH:7][NH:8]2)=[CH:4][CH:3]=1.[H-].[Na+].[CH:13]([Si:16](Cl)([CH:20]([CH3:22])[CH3:21])[CH:17]([CH3:19])[CH3:18])([CH3:15])[CH3:14]. Product: [Br:1][C:2]1[CH:10]=[C:9]2[C:5]([CH:6]=[CH:7][N:8]2[Si:16]([CH:20]([CH3:22])[CH3:21])([CH:17]([CH3:19])[CH3:18])[CH:13]([CH3:15])[CH3:14])=[CH:4][CH:3]=1. The catalyst class is: 3. (6) Reactant: N1C=CN=C1.C1(P(C2C=CC=CC=2)C2C=CC=CC=2)C=CC=CC=1.[Br:25]Br.[CH2:27]([C:31]1([CH2:54][CH2:55][CH2:56][CH3:57])[NH:37][CH:36]([C:38]2[CH:43]=[CH:42][CH:41]=[CH:40][CH:39]=2)[C:35]2[CH:44]=[C:45]([O:50][CH3:51])[C:46]([CH2:48]O)=[CH:47][C:34]=2[S:33](=[O:53])(=[O:52])[CH2:32]1)[CH2:28][CH2:29][CH3:30].[O-]S([O-])=O.[Na+].[Na+]. Product: [Br:25][CH2:48][C:46]1[C:45]([O:50][CH3:51])=[CH:44][C:35]2[CH:36]([C:38]3[CH:43]=[CH:42][CH:41]=[CH:40][CH:39]=3)[NH:37][C:31]([CH2:27][CH2:28][CH2:29][CH3:30])([CH2:54][CH2:55][CH2:56][CH3:57])[CH2:32][S:33](=[O:52])(=[O:53])[C:34]=2[CH:47]=1. The catalyst class is: 2. (7) Product: [C:1]([C:5]1[NH:6][C:7](=[O:30])[C:8]2[CH:14]=[C:13]([C:15]3[CH:22]=[CH:21][C:18]([C:19]4[N:39]=[CH:34][O:36][N:20]=4)=[CH:17][CH:16]=3)[C:12]([C:23]3[CH:28]=[CH:27][CH:26]=[CH:25][C:24]=3[Cl:29])=[N:11][C:9]=2[N:10]=1)([CH3:4])([CH3:2])[CH3:3]. The catalyst class is: 12. Reactant: [C:1]([C:5]1[NH:6][C:7](=[O:30])[C:8]2[CH:14]=[C:13]([C:15]3[CH:22]=[CH:21][C:18]([C:19]#[N:20])=[CH:17][CH:16]=3)[C:12]([C:23]3[CH:28]=[CH:27][CH:26]=[CH:25][C:24]=3[Cl:29])=[N:11][C:9]=2[N:10]=1)([CH3:4])([CH3:3])[CH3:2].Cl.NO.[CH2:34]([OH:36])C.CC[N:39](CC)CC.